From a dataset of KCNQ2 potassium channel screen with 302,405 compounds. Binary Classification. Given a drug SMILES string, predict its activity (active/inactive) in a high-throughput screening assay against a specified biological target. (1) The molecule is s1c(c(c2c1ncn(\N=C\c1oc(cc1)C)c2=O)C)C. The result is 0 (inactive). (2) The molecule is S1Cc2c(nn(c2c2c1cccc2)C)C(=O)N1CC(CC(C1)C)C. The result is 0 (inactive). (3) The molecule is O=C1N(C(=O)C2C1CC=CC2)CC(=O)c1c(n(c(c1)C)c1ccccc1)C. The result is 0 (inactive). (4) The molecule is s1c(C(=O)CCC(OCC(=O)Nc2c(ccc(c2)C)C)=O)ccc1. The result is 0 (inactive). (5) The compound is s1c(N2CCCCC2)nc(c1/C=N\N(C(=S)NCCCC)C)c1sccc1. The result is 0 (inactive). (6) The result is 0 (inactive). The molecule is S(CC(=O)NC1CCCC1)c1n(c(nn1)c1c(occ1)C)c1c(OCC)cccc1. (7) The drug is S=C(N1CCC(NC(=O)c2cc(ccc2)C)CC1)NCCC. The result is 0 (inactive).